Dataset: Forward reaction prediction with 1.9M reactions from USPTO patents (1976-2016). Task: Predict the product of the given reaction. (1) Given the reactants [CH2:1]1[O:4][C@@H:2]1[CH3:3].[O-]S(C(F)(F)F)(=O)=O.[Yb+3].[O-]S(C(F)(F)F)(=O)=O.[O-]S(C(F)(F)F)(=O)=O.[CH2:30]([NH:32][CH3:33])[CH3:31].[H-].[Na+].[CH2:36]1OCCOCCOCCOCCOC1.[Cl:51][C:52]1[CH:53]=[C:54]([CH:67]=[CH:68][C:69]=1[O:70][CH2:71][C:72]1[CH:77]=[CH:76][CH:75]=[CH:74][N:73]=1)[NH:55][C:56]1[C:65]2[C:60](=[CH:61][CH:62]=[CH:63]C=2F)[N:59]=[CH:58][N:57]=1, predict the reaction product. The product is: [ClH:51].[ClH:51].[Cl:51][C:52]1[CH:53]=[C:54]([NH:55][C:56]2[C:65]3[C:60](=[CH:61][CH:62]=[CH:63][C:1]=3[O:4][C@H:2]([CH3:3])[CH2:33][N:32]([CH2:30][CH3:31])[CH3:36])[N:59]=[CH:58][N:57]=2)[CH:67]=[CH:68][C:69]=1[O:70][CH2:71][C:72]1[CH:77]=[CH:76][CH:75]=[CH:74][N:73]=1. (2) Given the reactants CN(C)[C@H]1C[C@@H](C)O[C@@H]([O:10][C@@H:11]2[C@@H:25]([CH3:26])[C@H:24]([OH:27])[C@@H:23]([CH3:28])[C:22](=[O:29])[O:21][C@H:20]([CH2:30][CH3:31])[C@:19]([OH:33])([CH3:32])[C@H:18]([OH:34])[C@@H:17]([CH3:35])[NH:16][CH2:15][C@H:14]([CH3:36])[CH2:13][C@:12]2([OH:38])[CH3:37])[C@@H]1O.Cl.[OH-].[Na+], predict the reaction product. The product is: [CH2:30]([C@@H:20]1[C@:19]([OH:33])([CH3:32])[C@H:18]([OH:34])[C@@H:17]([CH3:35])[NH:16][CH2:15][C@H:14]([CH3:36])[CH2:13][C@:12]([OH:38])([CH3:37])[C@H:11]([OH:10])[C@@H:25]([CH3:26])[C@H:24]([OH:27])[C@@H:23]([CH3:28])[C:22](=[O:29])[O:21]1)[CH3:31]. (3) Given the reactants [CH3:1][N:2]1[C:10]2[CH:9]3[CH2:11][CH:6]([CH2:7][CH2:8]3)[C:5]=2[C:4]([CH2:12][OH:13])=[N:3]1.CCOC(C)=O, predict the reaction product. The product is: [CH3:1][N:2]1[C:10]2[CH:9]3[CH2:11][CH:6]([CH2:7][CH2:8]3)[C:5]=2[C:4]([CH:12]=[O:13])=[N:3]1. (4) Given the reactants [CH2:1]([O:8][CH2:9][C@@H:10]1[O:15][CH2:14][CH2:13][NH:12][CH2:11]1)[C:2]1[CH:7]=[CH:6][CH:5]=[CH:4][CH:3]=1.C([O-])([O-])=O.[K+].[K+].[CH3:22][C:23]([O:26][C:27](O[C:27]([O:26][C:23]([CH3:25])([CH3:24])[CH3:22])=[O:28])=[O:28])([CH3:25])[CH3:24], predict the reaction product. The product is: [CH2:1]([O:8][CH2:9][C@@H:10]1[O:15][CH2:14][CH2:13][N:12]([C:27]([O:26][C:23]([CH3:25])([CH3:24])[CH3:22])=[O:28])[CH2:11]1)[C:2]1[CH:3]=[CH:4][CH:5]=[CH:6][CH:7]=1. (5) Given the reactants Br[C:2]1[CH:3]=[C:4]2[C:24]([C:25]([CH3:28])([CH3:27])[CH:26]=1)=[C:7]1[CH:8]=[C:9]3[C:22](=[CH:23][C:6]1=[CH:5]2)[C:21]1[C:16](=[CH:17][CH:18]=[CH:19][CH:20]=1)[C:15]1[C:10]3=[CH:11][CH:12]=[CH:13][CH:14]=1.[B:38]1([B:38]2[O:42][C:41]([CH3:44])([CH3:43])[C:40]([CH3:46])([CH3:45])[O:39]2)[O:42][C:41]([CH3:44])([CH3:43])[C:40]([CH3:46])([CH3:45])[O:39]1.C([O-])(=O)C.[K+], predict the reaction product. The product is: [CH3:27][C:25]1([CH3:28])[C:24]2[C:4]([CH:5]=[C:6]3[C:7]=2[CH:8]=[C:9]2[C:22]([C:21]4[CH:20]=[CH:19][CH:18]=[CH:17][C:16]=4[C:15]4[CH:14]=[CH:13][CH:12]=[CH:11][C:10]=42)=[CH:23]3)=[CH:3][C:2]([B:38]2[O:39][C:40]([CH3:45])([CH3:46])[C:41]([CH3:43])([CH3:44])[O:42]2)=[CH:26]1. (6) Given the reactants Br[C:2]1[CH:11]=[C:10]2[C:5]([CH:6]=[CH:7][N:8]([CH2:13][C:14]3[CH:19]=[CH:18][C:17]([F:20])=[CH:16][CH:15]=3)[C:9]2=[O:12])=[CH:4][CH:3]=1.[F:21][C:22]1[CH:27]=[CH:26][C:25]([C:28]2[O:29][C:30]3[CH:40]=[C:39]([N:41]([CH3:46])[S:42]([CH3:45])(=[O:44])=[O:43])[C:38](B4OC(C)(C)C(C)(C)O4)=[CH:37][C:31]=3[C:32]=2[C:33]([NH:35][CH3:36])=[O:34])=[CH:24][CH:23]=1.C([O-])([O-])=O.[Cs+].[Cs+], predict the reaction product. The product is: [F:20][C:17]1[CH:18]=[CH:19][C:14]([CH2:13][N:8]2[CH:7]=[CH:6][C:5]3[C:10](=[CH:11][C:2]([C:38]4[C:39]([N:41]([CH3:46])[S:42]([CH3:45])(=[O:44])=[O:43])=[CH:40][C:30]5[O:29][C:28]([C:25]6[CH:26]=[CH:27][C:22]([F:21])=[CH:23][CH:24]=6)=[C:32]([C:33]([NH:35][CH3:36])=[O:34])[C:31]=5[CH:37]=4)=[CH:3][CH:4]=3)[C:9]2=[O:12])=[CH:15][CH:16]=1. (7) Given the reactants [NH2:1][C:2]1[S:6][CH:5]=[C:4]([C:7]#[N:8])[C:3]=1[C:9]1[CH:14]=[N:13][CH:12]=[CH:11][N:10]=1.Cl.[N:16]1[C:25]2[C:20](=[C:21]([CH2:26][C:27](O)=[O:28])[CH:22]=[CH:23][CH:24]=2)[CH:19]=[CH:18][CH:17]=1, predict the reaction product. The product is: [C:7]([C:4]1[C:3]([C:9]2[CH:14]=[N:13][CH:12]=[CH:11][N:10]=2)=[C:2]([NH:1][C:27](=[O:28])[CH2:26][C:21]2[CH:22]=[CH:23][CH:24]=[C:25]3[C:20]=2[CH:19]=[CH:18][CH:17]=[N:16]3)[S:6][CH:5]=1)#[N:8]. (8) Given the reactants [CH3:1][O:2][CH2:3][CH2:4][O:5][CH2:6][CH2:7][O:8][CH2:9][CH2:10][O:11][CH2:12][CH2:13][OH:14].N1C=CC=CC=1.[CH3:21][C:22]1[CH:27]=[CH:26][C:25]([S:28](Cl)(=[O:30])=[O:29])=[CH:24][CH:23]=1, predict the reaction product. The product is: [CH3:21][C:22]1[CH:27]=[CH:26][C:25]([S:28]([O:14][CH2:13][CH2:12][O:11][CH2:10][CH2:9][O:8][CH2:7][CH2:6][O:5][CH2:4][CH2:3][O:2][CH3:1])(=[O:30])=[O:29])=[CH:24][CH:23]=1. (9) Given the reactants [CH3:1][C:2]([CH3:5])([O-])C.[Na+].[CH3:7][O:8][C:9]1[CH:14]=[CH:13][C:12]([SH:15])=[CH:11][CH:10]=1.BrC1CC1, predict the reaction product. The product is: [CH:5]1([S:15][C:12]2[CH:13]=[CH:14][C:9]([O:8][CH3:7])=[CH:10][CH:11]=2)[CH2:2][CH2:1]1.